Dataset: Drug-target binding data from BindingDB using IC50 measurements. Task: Regression. Given a target protein amino acid sequence and a drug SMILES string, predict the binding affinity score between them. We predict pIC50 (pIC50 = -log10(IC50 in M); higher means more potent). Dataset: bindingdb_ic50. (1) The small molecule is CCc1cc(CN(CC2CCCC2)[C@@H](CC(=O)O)c2ccc(Cl)cc2)ccc1OCCN1C(=O)CCC1=O. The target protein (P02778) has sequence MNQTAILICCLIFLTLSGIQGVPLSRTVRCTCISISNQPVNPRSLEKLEIIPASQFCPRVEIIATMKKKGEKRCLNPESKAIKNLLKAVSKERSKRSP. The pIC50 is 7.2. (2) The compound is CNC(=O)Cn1c(=O)c(C(=O)NC)c(O)c2ncc(Cc3ccc(F)cc3)cc21. The target protein sequence is FLDGIDKAQEEHEKYHSNWRAMASDFNLPPVVAKEIVASCDKCQLKGEAMHGQVDCSPGIWQLDCTHLEGKVILVAVHVASGYIEAEVIPAETGQETAYFLLKLAGRWPVKTVHTDNGSNFTSTTVKAACWWAGIKQEFGIPYNPQSQGVIESMNKELKKIIGQVRDQAEHLKTAVQMAVFIHNFKRKGGIGGYSAGERIVDIIATDIQTKELQKQITKIQNFRVYYRDSRDPVWKGPAKLLWKGEGAVVIQDNSDIKVVPRRKAKIIRDYGKQMAGDDCVASRQDED. The pIC50 is 8.0. (3) The drug is CN1CCC[C@H]1c1cccnc1. The pIC50 is 3.8. The target protein (P20852) has sequence MLTSGLLLVAAVAFLSVLVLMSVWKQRKLSGKLPPGPTPLPFIGNFLQLNTEQMYNSLMKISQRYGPVFTIYLGPRRIVVLCGQEAVKEALVDQAEEFSGRGEQATFDWLFKGYGVVFSSGERAKQLRRFSIATLRDFGVGKRGIEERIQEEAGFLIDSFRKTNGAFIDPTFYLSRTVSNVISSIVFGDRFDYEDKEFLSLLRMMLGSFQFTATSMGQLYEMFSSVMKHLPGPQQQAFKELQGLEDFITKKVEHNQRTLDPNSPRDFIDSFLIRMLEEKKNPNTEFYMKNLVLTTLNLFFAGTETVSTTLRYGFLLLMKHPDIEAKVHEEIDRVIGRNRQPKYEDRMKMPYTEAVIHEIQRFADMIPMGLARRVTKDTKFRDFLLPKGTEVFPMLGSVLKDPKFFSNPKDFNPKHFLDDKGQFKKNDAFVPFSIGKRYCFGEGLARMELFLFLTNIMQNFHFKSTQAPQDIDVSPRLVGFATIPPTYTMSFLSR.